Dataset: Full USPTO retrosynthesis dataset with 1.9M reactions from patents (1976-2016). Task: Predict the reactants needed to synthesize the given product. (1) Given the product [NH:19]1[C:20]2=[N:21][CH:22]=[CH:23][CH:24]=[C:25]2[C:17]([C:14]2[N:13]=[C:12]([CH2:11][NH2:10])[NH:16][N:15]=2)=[CH:18]1, predict the reactants needed to synthesize it. The reactants are: C(OC(=O)[NH:10][CH2:11][C:12]1[NH:16][N:15]=[C:14]([C:17]2[C:25]3[C:20](=[N:21][CH:22]=[CH:23][CH:24]=3)[NH:19][CH:18]=2)[N:13]=1)C1C=CC=CC=1. (2) Given the product [Br:30][C:17]1[CH:18]=[C:19]2[C:14](=[CH:15][CH:16]=1)[NH:13][C:12]1[CH:11]=[C:10]3[C:2]([CH3:22])([CH3:1])[C:3]4[C:8]([C:9]3=[CH:21][C:20]2=1)=[CH:7][CH:6]=[CH:5][CH:4]=4, predict the reactants needed to synthesize it. The reactants are: [CH3:1][C:2]1([CH3:22])[C:10]2=[CH:11][C:12]3[NH:13][C:14]4[C:19]([C:20]=3[CH:21]=[C:9]2[C:8]2[C:3]1=[CH:4][CH:5]=[CH:6][CH:7]=2)=[CH:18][CH:17]=[CH:16][CH:15]=4.C1C(=O)N([Br:30])C(=O)C1.O. (3) Given the product [N:32]1[N:33]=[CH:34][N:35]2[CH2:40][CH2:39][N:38]([CH2:17][C:16]3[CH:15]=[C:14]([C:11]4[N:12]=[C:13]5[C:5]([C:3](=[O:4])[C:2]([CH3:1])([CH3:31])[CH3:30])=[CH:6][N:7]([CH2:22][O:23][CH2:24][CH2:25][Si:26]([CH3:28])([CH3:29])[CH3:27])[C:8]5=[N:9][CH:10]=4)[CH:21]=[CH:20][CH:19]=3)[CH2:37][C:36]=12, predict the reactants needed to synthesize it. The reactants are: [CH3:1][C:2]([CH3:31])([CH3:30])[C:3]([C:5]1[C:13]2[C:8](=[N:9][CH:10]=[C:11]([C:14]3[CH:15]=[C:16]([CH:19]=[CH:20][CH:21]=3)[CH:17]=O)[N:12]=2)[N:7]([CH2:22][O:23][CH2:24][CH2:25][Si:26]([CH3:29])([CH3:28])[CH3:27])[CH:6]=1)=[O:4].[N:32]1[N:33]=[CH:34][N:35]2[CH2:40][CH2:39][NH:38][CH2:37][C:36]=12.C(O)(=O)C.C(O[BH-](OC(=O)C)OC(=O)C)(=O)C.[Na+]. (4) Given the product [CH:1]([C:4]1[CH:9]=[CH:8][C:7]([C:10]2[N:14]([CH2:15][CH2:16][O:17][CH3:18])[C:13]3[C:19]([O:38][CH3:39])=[CH:20][C:21]([CH2:27][C:28]4[C:29]([O:43][CH2:40][C:41]#[CH:42])=[N:30][CH:31]=[CH:32][CH:33]=4)=[C:22]([C:23]([F:26])([F:25])[F:24])[C:12]=3[N:11]=2)=[CH:6][CH:5]=1)([CH3:3])[CH3:2], predict the reactants needed to synthesize it. The reactants are: [CH:1]([C:4]1[CH:9]=[CH:8][C:7]([C:10]2[N:14]([CH2:15][CH2:16][O:17][CH3:18])[C:13]3[C:19]([O:38][CH3:39])=[CH:20][C:21]([CH2:27][C:28]4[C:29](S(C)(=O)=O)=[N:30][CH:31]=[CH:32][CH:33]=4)=[C:22]([C:23]([F:26])([F:25])[F:24])[C:12]=3[N:11]=2)=[CH:6][CH:5]=1)([CH3:3])[CH3:2].[CH2:40]([OH:43])[C:41]#[CH:42].[H-].[Na+]. (5) Given the product [Cl:1][C:2]1[CH:3]=[C:4]([C:8]2[C:12]([C:13]3[O:15][C:21]([C:20]4[CH:25]=[CH:26][C:27]([N:29]5[CH2:34][CH2:33][O:32][CH2:31][CH2:30]5)=[CH:28][C:19]=4[O:18][CH3:17])=[N:23][N:24]=3)=[C:11]([CH3:16])[O:10][N:9]=2)[CH:5]=[CH:6][CH:7]=1, predict the reactants needed to synthesize it. The reactants are: [Cl:1][C:2]1[CH:3]=[C:4]([C:8]2[C:12]([C:13]([OH:15])=O)=[C:11]([CH3:16])[O:10][N:9]=2)[CH:5]=[CH:6][CH:7]=1.[CH3:17][O:18][C:19]1[CH:28]=[C:27]([N:29]2[CH2:34][CH2:33][O:32][CH2:31][CH2:30]2)[CH:26]=[CH:25][C:20]=1[C:21]([NH:23][NH2:24])=O.[Cl-].ClC1N(C)C=C[N+]=1C.C(N(CC)CC)C. (6) Given the product [Cl:32][CH2:2][C:3]1[CH:8]=[CH:7][C:6]([CH2:9][CH2:10][C:11]2[N:12]=[C:13]([NH:27][C:28](=[O:30])[CH3:29])[S:14][C:15]=2[CH2:16][C:17]2[CH:22]=[CH:21][C:20]([S:23]([CH3:26])(=[O:25])=[O:24])=[CH:19][CH:18]=2)=[CH:5][CH:4]=1, predict the reactants needed to synthesize it. The reactants are: O[CH2:2][C:3]1[CH:8]=[CH:7][C:6]([CH2:9][CH2:10][C:11]2[N:12]=[C:13]([NH:27][C:28](=[O:30])[CH3:29])[S:14][C:15]=2[CH2:16][C:17]2[CH:22]=[CH:21][C:20]([S:23]([CH3:26])(=[O:25])=[O:24])=[CH:19][CH:18]=2)=[CH:5][CH:4]=1.C(Cl)[Cl:32].CN(C=O)C.CS(Cl)(=O)=O. (7) Given the product [Cl:24][C:13]1[C:12]2[C:17](=[CH:18][C:9]([O:8][CH2:1][C:2]3[CH:7]=[CH:6][CH:5]=[CH:4][CH:3]=3)=[C:10]([O:20][CH3:21])[CH:11]=2)[N:16]=[CH:15][CH:14]=1, predict the reactants needed to synthesize it. The reactants are: [CH2:1]([O:8][C:9]1[CH:18]=[C:17]2[C:12]([C:13](O)=[CH:14][CH:15]=[N:16]2)=[CH:11][C:10]=1[O:20][CH3:21])[C:2]1[CH:7]=[CH:6][CH:5]=[CH:4][CH:3]=1.O=P(Cl)(Cl)[Cl:24].